Predict the reactants needed to synthesize the given product. From a dataset of Full USPTO retrosynthesis dataset with 1.9M reactions from patents (1976-2016). (1) Given the product [OH:23][CH2:22][C@H:21]([N:18]1[C:17](=[O:26])[NH:16][C:15]2[C:19]1=[N:20][C:12]([C:11]1[CH:10]=[N:9][N:6]3[CH:7]=[CH:8][C:3]([C:1]#[N:2])=[CH:4][C:5]=13)=[N:13][CH:14]=2)[CH3:25], predict the reactants needed to synthesize it. The reactants are: [C:1]([C:3]1[CH:8]=[CH:7][N:6]2[N:9]=[CH:10][C:11]([C:12]3[N:20]=[C:19]4[C:15]([NH:16][C:17](=[O:26])[N:18]4[C@H:21]([CH3:25])[C:22](O)=[O:23])=[CH:14][N:13]=3)=[C:5]2[CH:4]=1)#[N:2]. (2) Given the product [CH3:1][C@H:2]1[N:7]([CH2:38][C:39]([F:42])([F:41])[F:40])[C:6](=[O:8])[CH:5]([NH:9][C:10](=[O:16])[O:11][C:12]([CH3:14])([CH3:15])[CH3:13])[CH2:4][C@H:3]1[C:17]1[C:22]([F:23])=[CH:21][CH:20]=[C:19]([F:24])[C:18]=1[F:25], predict the reactants needed to synthesize it. The reactants are: [CH3:1][C@H:2]1[NH:7][C:6](=[O:8])[C@@H:5]([NH:9][C:10](=[O:16])[O:11][C:12]([CH3:15])([CH3:14])[CH3:13])[CH2:4][C@H:3]1[C:17]1[C:22]([F:23])=[CH:21][CH:20]=[C:19]([F:24])[C:18]=1[F:25].C(O[Li])(C)(C)C.FC(F)(F)S(O[CH2:38][C:39]([F:42])([F:41])[F:40])(=O)=O.CN1C(=O)N(C)CCC1. (3) The reactants are: FC1C=CC=CC=1C(Cl)=O.[F:11][C:12]1[CH:17]=[CH:16][CH:15]=[CH:14][C:13]=1[C:18]([N:20]=[C:21]=[S:22])=[O:19].[CH3:23][O:24][C:25]1[CH:26]=[C:27]2[C:32](=[CH:33][C:34]=1[O:35][CH3:36])[N:31]=[CH:30][CH:29]=[C:28]2[O:37][C:38]1[CH:44]=[CH:43][C:41]([NH2:42])=[C:40]([CH3:45])[CH:39]=1.C1(C)C=CC=CC=1. Given the product [F:11][C:12]1[CH:17]=[CH:16][CH:15]=[CH:14][C:13]=1[C:18]([N:20]=[C:21]=[S:22])=[O:19].[CH3:23][O:24][C:25]1[CH:26]=[C:27]2[C:32](=[CH:33][C:34]=1[O:35][CH3:36])[N:31]=[CH:30][CH:29]=[C:28]2[O:37][C:38]1[CH:44]=[CH:43][C:41]([NH:42][C:21]([NH:20][C:18](=[O:19])[C:13]2[CH:14]=[CH:15][CH:16]=[CH:17][C:12]=2[F:11])=[S:22])=[C:40]([CH3:45])[CH:39]=1, predict the reactants needed to synthesize it. (4) Given the product [NH2:20][C:18]1[CH:17]=[C:12]([C:13]([O:15][CH3:16])=[O:14])[C:11]([CH3:21])=[C:10]2[C:19]=1[C:2]1[CH:7]=[C:6]([CH3:8])[CH:5]=[N:4][C:3]=1[NH:9]2, predict the reactants needed to synthesize it. The reactants are: Br[C:2]1[C:3]([NH:9][C:10]2[C:11]([CH3:21])=[C:12]([CH:17]=[C:18]([NH2:20])[CH:19]=2)[C:13]([O:15][CH3:16])=[O:14])=[N:4][CH:5]=[C:6]([CH3:8])[CH:7]=1.C1CCN2C(=NCCC2)CC1.O. (5) Given the product [NH2:1][C:2]1[N:3]=[C:4]([NH:36][CH2:21][C:22]2[CH:27]=[CH:26][C:25]([S:28]([NH2:31])(=[O:30])=[O:29])=[CH:24][CH:23]=2)[C:5]([C:13]#[N:14])=[C:6]([C:8]2[O:9][CH:10]=[CH:11][CH:12]=2)[N:7]=1, predict the reactants needed to synthesize it. The reactants are: [NH2:1][C:2]1[N:7]=[C:6]([C:8]2[O:9][CH:10]=[CH:11][CH:12]=2)[C:5]([C:13]#[N:14])=[C:4](S(C)=O)[N:3]=1.Cl.NC[CH2:21][C:22]1[CH:27]=[CH:26][C:25]([S:28]([NH2:31])(=[O:30])=[O:29])=[CH:24][CH:23]=1.C1CCN2C(=[N:36]CCC2)CC1. (6) Given the product [CH2:30]([O:32][C:33](=[O:44])[CH2:34][C:35]1[CH:40]=[CH:39][C:38]([C:41]([O:1][C@H:2]2[C@H:22]([O:23][CH3:24])[C@@H:21]([C:25]([O:27][CH3:45])=[O:26])[C@@H:20]3[C@@H:4]([CH2:5][N:6]4[C@H:18]([CH2:19]3)[C:17]3[NH:16][C:15]5[C:10](=[CH:11][CH:12]=[C:13]([O:28][CH3:29])[CH:14]=5)[C:9]=3[CH2:8][CH2:7]4)[CH2:3]2)=[O:42])=[CH:37][CH:36]=1)[CH3:31], predict the reactants needed to synthesize it. The reactants are: [OH:1][C@H:2]1[C@H:22]([O:23][CH3:24])[C@@H:21]([C:25]([O-:27])=[O:26])[C@@H:20]2[C@@H:4]([CH2:5][N:6]3[C@H:18]([CH2:19]2)[C:17]2[NH:16][C:15]4[C:10](=[CH:11][CH:12]=[C:13]([O:28][CH3:29])[CH:14]=4)[C:9]=2[CH2:8][CH2:7]3)[CH2:3]1.[CH2:30]([O:32][C:33](=[O:44])[CH2:34][C:35]1[CH:40]=[CH:39][C:38]([C:41](O)=[O:42])=[CH:37][CH:36]=1)[CH3:31].[CH2:45]1CCC(N=C=NC2CCCCC2)CC1. (7) The reactants are: [H-].[Na+].[CH3:3][O:4][C:5]1[CH:12]=[CH:11][C:8]([CH2:9][SH:10])=[CH:7][CH:6]=1.[CH2:13]([O:15][C:16](=[O:34])[C@H:17]([NH2:33])[CH2:18][CH:19]([C:26]([O:28][C:29]([CH3:32])([CH3:31])[CH3:30])=[O:27])[CH2:20]OS(C)(=O)=O)[CH3:14].O. Given the product [CH2:13]([O:15][C:16](=[O:34])[C@H:17]([NH2:33])[CH2:18][CH:19]([C:26]([O:28][C:29]([CH3:32])([CH3:31])[CH3:30])=[O:27])[CH2:20][S:10][CH2:9][C:8]1[CH:11]=[CH:12][C:5]([O:4][CH3:3])=[CH:6][CH:7]=1)[CH3:14], predict the reactants needed to synthesize it.